From a dataset of Reaction yield outcomes from USPTO patents with 853,638 reactions. Predict the reaction yield, written as a fraction of the theoretical maximum amount of product (1.0 means a 100% yield; for example, 0.34 means a 34% yield). (1) The reactants are [C:1]1([C:7]2[N:11]=[C:10]([N:12]3[CH2:17][CH2:16][NH:15][CH2:14][CH2:13]3)[S:9][N:8]=2)[CH:6]=[CH:5][CH:4]=[CH:3][CH:2]=1.C(N(CC)CC)C.[CH3:25][O:26][C:27]1[CH:28]=[C:29]([N:35]=[C:36]=[O:37])[CH:30]=[CH:31][C:32]=1[O:33][CH3:34]. The catalyst is O1CCCC1. The product is [CH3:25][O:26][C:27]1[CH:28]=[C:29]([NH:35][C:36]([N:15]2[CH2:16][CH2:17][N:12]([C:10]3[S:9][N:8]=[C:7]([C:1]4[CH:2]=[CH:3][CH:4]=[CH:5][CH:6]=4)[N:11]=3)[CH2:13][CH2:14]2)=[O:37])[CH:30]=[CH:31][C:32]=1[O:33][CH3:34]. The yield is 0.187. (2) The reactants are [CH3:1][O:2][C:3]1[CH:4]=[C:5]2[C:10](=[CH:11][C:12]=1[O:13][CH3:14])[N:9]=[CH:8][N:7]=[C:6]2[S:15][C:16]1[CH:17]=[C:18]([CH:20]=[CH:21][CH:22]=1)[NH2:19].[C:23]([C:25]([C:28]1[CH:29]=[C:30]([NH:34][C:35](=O)[O:36]C2C=CC=CC=2)[CH:31]=[CH:32][CH:33]=1)([CH3:27])[CH3:26])#[N:24]. The catalyst is C1COCC1.CN(C1C=CN=CC=1)C. The product is [C:23]([C:25]([C:28]1[CH:29]=[C:30]([NH:34][C:35]([NH:19][C:18]2[CH:20]=[CH:21][CH:22]=[C:16]([S:15][C:6]3[C:5]4[C:10](=[CH:11][C:12]([O:13][CH3:14])=[C:3]([O:2][CH3:1])[CH:4]=4)[N:9]=[CH:8][N:7]=3)[CH:17]=2)=[O:36])[CH:31]=[CH:32][CH:33]=1)([CH3:27])[CH3:26])#[N:24]. The yield is 0.430. (3) The reactants are C([O:5]C(=O)[NH:7][C:8]1[CH:13]=[N:12][C:11]([CH2:14][C:15]#[N:16])=[CH:10][N:9]=1)(C)(C)C.FC(F)(F)C(O)=O. The yield is 0.00100. The product is [OH-:5].[NH4+:7].[NH2:7][C:8]1[N:9]=[CH:10][C:11]([CH2:14][C:15]#[N:16])=[N:12][CH:13]=1. The catalyst is C(Cl)Cl. (4) The reactants are [CH2:1]([N:5]1[C:10]([N:11]([C:15]2[CH:20]=[C:19]([CH3:21])[CH:18]=[C:17]([CH3:22])[CH:16]=2)C(=O)C)=[C:9]([CH2:23][CH3:24])[C:8](=[O:25])[NH:7][C:6]1=[O:26])[CH:2]=[CH:3][CH3:4].C[O-].[Na+]. The catalyst is CO. The product is [CH2:1]([N:5]1[C:10]([NH:11][C:15]2[CH:16]=[C:17]([CH3:22])[CH:18]=[C:19]([CH3:21])[CH:20]=2)=[C:9]([CH2:23][CH3:24])[C:8](=[O:25])[NH:7][C:6]1=[O:26])[CH:2]=[CH:3][CH3:4]. The yield is 0.720. (5) The reactants are [CH3:1][O:2][C:3]1[CH:4]=[C:5]2[C:10](=[CH:11][C:12]=1[O:13][CH3:14])[C:9](=[O:15])[NH:8][CH2:7]/[C:6]/2=[CH:16]\[C:17]([OH:19])=O.[NH2:20][C:21]1[CH:30]=[CH:29][CH:28]=[CH:27][C:22]=1[C:23]([O:25][CH3:26])=[O:24].C1C=CC2N(O)N=NC=2C=1.CCN=C=NCCCN(C)C.Cl.CCN(CC)CC. The catalyst is CN(C1C=CN=CC=1)C.CN(C=O)C. The product is [CH3:1][O:2][C:3]1[CH:4]=[C:5]2[C:10](=[CH:11][C:12]=1[O:13][CH3:14])[C:9](=[O:15])[NH:8][CH2:7]/[C:6]/2=[CH:16]\[C:17]([NH:20][C:21]1[CH:30]=[CH:29][CH:28]=[CH:27][C:22]=1[C:23]([O:25][CH3:26])=[O:24])=[O:19]. The yield is 0.800.